Dataset: Full USPTO retrosynthesis dataset with 1.9M reactions from patents (1976-2016). Task: Predict the reactants needed to synthesize the given product. Given the product [CH2:1]([C:3]1([OH:7])[NH:16][C:6](=[O:8])[CH:5]=[C:4]1[CH3:9])[CH3:2], predict the reactants needed to synthesize it. The reactants are: [CH:1](=[C:3]1[O:7][C:6](=[O:8])[CH:5]=[C:4]1[CH3:9])[CH3:2].O1C=CCC1=O.[NH3:16].